From a dataset of Forward reaction prediction with 1.9M reactions from USPTO patents (1976-2016). Predict the product of the given reaction. (1) Given the reactants [CH3:1][C:2]1[C:3]([O:15][C:16]2[CH:17]=[C:18]([CH:27]=[CH:28][CH:29]=2)/[CH:19]=[C:20]2/[C:21](=[O:26])[NH:22][C:23](=[O:25])[S:24]/2)=[N:4][CH:5]=[N:6][C:7]=1[O:8][CH:9]1[CH2:14][CH2:13][NH:12][CH2:11][CH2:10]1.C(N(CC)CC)C.[C:37](Cl)(=[O:39])[CH3:38], predict the reaction product. The product is: [C:37]([N:12]1[CH2:11][CH2:10][CH:9]([O:8][C:7]2[N:6]=[CH:5][N:4]=[C:3]([O:15][C:16]3[CH:17]=[C:18]([CH:27]=[CH:28][CH:29]=3)/[CH:19]=[C:20]3/[C:21](=[O:26])[NH:22][C:23](=[O:25])[S:24]/3)[C:2]=2[CH3:1])[CH2:14][CH2:13]1)(=[O:39])[CH3:38]. (2) Given the reactants [CH3:1][NH2:2].[CH3:3][N:4]([CH3:18])[C:5]1([C:12]2[CH:17]=[CH:16][CH:15]=[CH:14][CH:13]=2)[CH2:10][CH2:9][C:8](=O)[CH2:7][CH2:6]1.Cl.[C-:20]#[N:21].[K+], predict the reaction product. The product is: [CH3:3][N:4]([CH3:18])[C:5]1([C:12]2[CH:17]=[CH:16][CH:15]=[CH:14][CH:13]=2)[CH2:10][CH2:9][C:8]([NH:21][CH3:20])([C:1]#[N:2])[CH2:7][CH2:6]1. (3) Given the reactants OC(C(F)(F)F)=O.[NH:8]1[CH2:11][CH:10]([NH:12][C:13](=[O:29])[CH2:14][NH:15][C:16]2[C:20]3[CH:21]=[C:22]([C:25]([F:28])([F:27])[F:26])[CH:23]=[CH:24][C:19]=3[O:18][N:17]=2)[CH2:9]1.[CH:30]([CH:33]1[CH2:38][CH2:37][C:36](=O)[CH2:35][CH2:34]1)([CH3:32])[CH3:31], predict the reaction product. The product is: [CH:30]([CH:33]1[CH2:38][CH2:37][CH:36]([N:8]2[CH2:11][CH:10]([NH:12][C:13](=[O:29])[CH2:14][NH:15][C:16]3[C:20]4[CH:21]=[C:22]([C:25]([F:27])([F:26])[F:28])[CH:23]=[CH:24][C:19]=4[O:18][N:17]=3)[CH2:9]2)[CH2:35][CH2:34]1)([CH3:32])[CH3:31]. (4) Given the reactants [C@H:1]1([O:12][C@H]2[C@@H](O)[C@@H](CO)O[C@H](OC3C=CC(N)=CC=3)[C@@H]2O)[O:9][C@H:8]([CH2:10][OH:11])[C@H:6]([OH:7])[C@H:4]([OH:5])[C@H:2]1[OH:3].C([O-])(O)=O.[Na+].O, predict the reaction product. The product is: [OH:12][C@H:1]1[O:9][C@H:8]([CH2:10][OH:11])[C@H:6]([OH:7])[C@H:4]([OH:5])[C@H:2]1[OH:3]. (5) Given the reactants [CH2:1]([N:5]1[C:13]2[N:12]=[C:11]([Cl:14])[N:10](CC=C)[C:9]=2[C:8](=[O:18])[NH:7][C:6]1=[O:19])[CH2:2][CH2:3][CH3:4].C(=O)([O-])[O-].[Cs+].[Cs+].Br[CH2:27][C:28]([O:30][CH2:31][CH3:32])=[O:29], predict the reaction product. The product is: [CH2:1]([N:5]1[C:13]2[N:12]=[C:11]([Cl:14])[NH:10][C:9]=2[C:8](=[O:18])[N:7]([CH2:27][C:28]([O:30][CH2:31][CH3:32])=[O:29])[C:6]1=[O:19])[CH2:2][CH2:3][CH3:4].